From a dataset of Full USPTO retrosynthesis dataset with 1.9M reactions from patents (1976-2016). Predict the reactants needed to synthesize the given product. (1) Given the product [CH3:1][C:2]1[C:7]([CH:8]([CH2:13][CH2:14][CH3:15])[C:9]([OH:11])=[O:10])=[C:6]([C:16]2[CH:24]=[C:23]3[C:19]([CH:20]=[CH:21][N:22]3[CH3:25])=[CH:18][CH:17]=2)[N:5]=[C:4]([C:26]2[CH:31]=[CH:30][CH:29]=[CH:28][CH:27]=2)[N:3]=1, predict the reactants needed to synthesize it. The reactants are: [CH3:1][C:2]1[C:7]([CH:8]([CH2:13][CH2:14][CH3:15])[C:9]([O:11]C)=[O:10])=[C:6]([C:16]2[CH:24]=[C:23]3[C:19]([CH:20]=[CH:21][N:22]3[CH3:25])=[CH:18][CH:17]=2)[N:5]=[C:4]([C:26]2[CH:31]=[CH:30][CH:29]=[CH:28][CH:27]=2)[N:3]=1.[OH-].[Na+]. (2) Given the product [F:1][C:2]1[CH:7]=[C:6]([F:8])[CH:5]=[CH:4][C:3]=1[C@:9]12[CH2:18][O:17][C@@H:16]([C:19]3[O:20][CH:21]=[CH:22][N:23]=3)[CH2:15][C@H:14]1[C@@H:13]([CH3:24])[S:12][C:11]([NH2:25])=[N:10]2, predict the reactants needed to synthesize it. The reactants are: [F:1][C:2]1[CH:7]=[C:6]([F:8])[CH:5]=[CH:4][C:3]=1[C@:9]12[CH2:18][O:17][C@@H:16]([C:19]3[O:20][CH:21]=[CH:22][N:23]=3)[CH2:15][C@H:14]1[C@@H:13]([CH3:24])[S:12][C:11]([NH:25]C(=O)C1C=CC=CC=1)=[N:10]2.FC1C=C(F)C=CC=1[C@]12CO[C@@H](C3OC=CN=3)C[C@H]1CSC(N)=N2. (3) Given the product [CH2:1]([O:8][C:9]([NH:11][C:12]1[C:13](=[O:45])[N:14]([CH2:18][C:19]([NH:21][CH:22]([C:31](=[O:44])[CH2:32][O:33][C:34](=[O:43])[C:35]2[C:40]([Cl:41])=[CH:39][CH:38]=[CH:37][C:36]=2[Cl:42])[CH2:23][C:24]([OH:26])=[O:25])=[O:20])[CH:15]=[CH:16][CH:17]=1)=[O:10])[C:2]1[CH:7]=[CH:6][CH:5]=[CH:4][CH:3]=1, predict the reactants needed to synthesize it. The reactants are: [CH2:1]([O:8][C:9]([NH:11][C:12]1[C:13](=[O:45])[N:14]([CH2:18][C:19]([NH:21][CH:22]([C:31](=[O:44])[CH2:32][O:33][C:34](=[O:43])[C:35]2[C:40]([Cl:41])=[CH:39][CH:38]=[CH:37][C:36]=2[Cl:42])[CH2:23][C:24]([O:26]C(C)(C)C)=[O:25])=[O:20])[CH:15]=[CH:16][CH:17]=1)=[O:10])[C:2]1[CH:7]=[CH:6][CH:5]=[CH:4][CH:3]=1.FC(F)(F)C(O)=O. (4) Given the product [C:1]([CH2:3][N:4]1[CH:8]=[C:7]([C:9]2[C:13]3[C:14](=[O:20])[NH:15][CH:16]=[C:17]([C:18]#[N:19])[C:12]=3[N:11]([CH:22]3[CH2:26][CH2:25][CH2:24][CH2:23]3)[CH:10]=2)[CH:6]=[N:5]1)#[N:2], predict the reactants needed to synthesize it. The reactants are: [C:1]([CH2:3][N:4]1[CH:8]=[C:7]([C:9]2[C:13]3[C:14]([O:20]C)=[N:15][CH:16]=[C:17]([C:18]#[N:19])[C:12]=3[N:11]([CH:22]3[CH2:26][CH2:25][CH2:24][CH2:23]3)[CH:10]=2)[CH:6]=[N:5]1)#[N:2].[I-].[Na+].Cl[Si](C)(C)C. (5) Given the product [F:8][C:4]1[CH:3]=[C:2]([N:15]([C:9]2[CH:14]=[CH:13][CH:12]=[CH:11][CH:10]=2)[NH2:16])[CH:7]=[CH:6][CH:5]=1, predict the reactants needed to synthesize it. The reactants are: Br[C:2]1[CH:7]=[CH:6][CH:5]=[C:4]([F:8])[CH:3]=1.[C:9]1([NH:15][NH2:16])[CH:14]=[CH:13][CH:12]=[CH:11][CH:10]=1.CC(C)([O-])C.[Na+]. (6) Given the product [ClH:1].[NH2:31][C:27]1[CH:26]=[C:25]([S:22]([NH:21][C:12]2[C:11]([NH:10][C:3]3[CH:4]=[C:5]([O:8][CH3:9])[CH:6]=[CH:7][C:2]=3[Cl:1])=[N:20][C:19]3[C:14](=[CH:15][CH:16]=[CH:17][CH:18]=3)[N:13]=2)(=[O:24])=[O:23])[CH:30]=[CH:29][CH:28]=1, predict the reactants needed to synthesize it. The reactants are: [Cl:1][C:2]1[CH:7]=[CH:6][C:5]([O:8][CH3:9])=[CH:4][C:3]=1[NH:10][C:11]1[C:12]([NH:21][S:22]([C:25]2[CH:30]=[CH:29][CH:28]=[C:27]([N+:31]([O-])=O)[CH:26]=2)(=[O:24])=[O:23])=[N:13][C:14]2[C:19]([N:20]=1)=[CH:18][CH:17]=[CH:16][CH:15]=2.C1COCC1.O.C([O-])=O.[K+]. (7) Given the product [Br:15][C:14]([Br:16])=[CH:5][C:4]1[C:3]([CH2:1][CH3:2])=[C:10]([F:11])[CH:9]=[CH:8][C:7]=1[CH2:12][CH3:13], predict the reactants needed to synthesize it. The reactants are: [CH2:1]([C:3]1[C:10]([F:11])=[CH:9][CH:8]=[C:7]([CH2:12][CH3:13])[C:4]=1[CH:5]=O)[CH3:2].[C:14](Br)(Br)([Br:16])[Br:15].C1(P(C2C=CC=CC=2)C2C=CC=CC=2)C=CC=CC=1.